Predict which catalyst facilitates the given reaction. From a dataset of Catalyst prediction with 721,799 reactions and 888 catalyst types from USPTO. (1) Reactant: [NH2:1][C:2]1[CH:3]=[N:4][CH:5]=[C:6]([Cl:9])[C:7]=1[OH:8].[Br:10][C:11]1[CH:12]=[C:13]([S:18](Cl)(=[O:20])=[O:19])[CH:14]=[N:15][C:16]=1Cl.Cl.[NH:23]1[CH2:26][CH2:25][CH2:24]1.C(=O)([O-])[O-].[Na+].[Na+]. Product: [N:23]1([C:16]2[N:15]=[CH:14][C:13]([S:18]([NH:1][C:2]3[CH:3]=[N:4][CH:5]=[C:6]([Cl:9])[C:7]=3[OH:8])(=[O:20])=[O:19])=[CH:12][C:11]=2[Br:10])[CH2:26][CH2:25][CH2:24]1. The catalyst class is: 858. (2) Reactant: CN1CCOCC1.[C:8]([C:10]1[CH:11]=[C:12]([C:16]2[CH2:20][CH2:19][CH2:18][C:17]=2[C:21]([OH:23])=O)[CH:13]=[CH:14][CH:15]=1)#[N:9].[NH2:24][C:25]1[CH:30]=[CH:29][C:28]([N:31]2[CH2:36][CH2:35][CH2:34][CH2:33][C:32]2=[O:37])=[CH:27][CH:26]=1.Cl.CN(C)CCCN=C=NCC.O.OC1C2N=NNC=2C=CC=1. Product: [O:37]=[C:32]1[CH2:33][CH2:34][CH2:35][CH2:36][N:31]1[C:28]1[CH:27]=[CH:26][C:25]([NH:24][C:21]([C:17]2[CH2:18][CH2:19][CH2:20][C:16]=2[C:12]2[CH:13]=[CH:14][CH:15]=[C:10]([C:8]#[N:9])[CH:11]=2)=[O:23])=[CH:30][CH:29]=1. The catalyst class is: 18. (3) Reactant: [C-:1]#[N:2].[Na+].Cl[CH2:5][C:6]1[CH:7]=[CH:8][C:9]([O:12][CH3:13])=[N:10][CH:11]=1. Product: [CH3:13][O:12][C:9]1[N:10]=[CH:11][C:6]([CH2:5][C:1]#[N:2])=[CH:7][CH:8]=1. The catalyst class is: 550.